This data is from Forward reaction prediction with 1.9M reactions from USPTO patents (1976-2016). The task is: Predict the product of the given reaction. Given the reactants [NH3:1].[CH2:2]([O:4][C:5]([C:7]1[C:8]2[S:16][CH:15]=[C:14]([CH2:17][O:18][C:19]3[CH:24]=[C:23]([C:25]4[N:26]=[N:27][N:28]([CH2:30][C:31]5[CH:36]=[CH:35][C:34]([Cl:37])=[CH:33][CH:32]=5)[CH:29]=4)[CH:22]=[CH:21][C:20]=3[CH3:38])[C:9]=2[C:10](Cl)=[N:11][CH:12]=1)=[O:6])[CH3:3], predict the reaction product. The product is: [CH2:2]([O:4][C:5]([C:7]1[C:8]2[S:16][CH:15]=[C:14]([CH2:17][O:18][C:19]3[CH:24]=[C:23]([C:25]4[N:26]=[N:27][N:28]([CH2:30][C:31]5[CH:36]=[CH:35][C:34]([Cl:37])=[CH:33][CH:32]=5)[CH:29]=4)[CH:22]=[CH:21][C:20]=3[CH3:38])[C:9]=2[C:10]([NH2:1])=[N:11][CH:12]=1)=[O:6])[CH3:3].